Dataset: Retrosynthesis with 50K atom-mapped reactions and 10 reaction types from USPTO. Task: Predict the reactants needed to synthesize the given product. Given the product CCCCCCCCCCCCCCCCOC(=O)CNC, predict the reactants needed to synthesize it. The reactants are: CCCCCCCCCCCCCCCCO.CNCC(=O)O.